From a dataset of Catalyst prediction with 721,799 reactions and 888 catalyst types from USPTO. Predict which catalyst facilitates the given reaction. (1) Reactant: [CH2:1]([O:5][C:6]1[CH:7]=[C:8](/[CH:13]=[C:14](\[O:19][CH2:20][CH3:21])/[C:15]([O:17][CH3:18])=[O:16])[CH:9]=[CH:10][C:11]=1I)[CH2:2][CH2:3][CH3:4].[CH3:22][NH:23][C:24]1[CH:29]=[CH:28][CH:27]=[C:26](B2OC(C)(C)C(C)(C)O2)[CH:25]=1.P([O-])([O-])([O-])=O.[K+].[K+].[K+].O. Product: [CH2:1]([O:5][C:6]1[CH:7]=[C:8](/[CH:13]=[C:14](\[O:19][CH2:20][CH3:21])/[C:15]([O:17][CH3:18])=[O:16])[CH:9]=[CH:10][C:11]=1[C:26]1[CH:27]=[CH:28][CH:29]=[C:24]([NH:23][CH3:22])[CH:25]=1)[CH2:2][CH2:3][CH3:4]. The catalyst class is: 848. (2) Reactant: [CH3:1][N:2]1[C:6]([C:7]2[CH:12]=[CH:11][CH:10]=[CH:9][C:8]=2[C:13]([F:16])([F:15])[F:14])=[N:5][N:4]=[C:3]1[CH:17]([O:19][C:20]1[N:27]=[CH:26][CH:25]=[CH:24][C:21]=1[C:22]#[N:23])[CH3:18].[OH-:28].[Na+].O. Product: [CH3:1][N:2]1[C:6]([C:7]2[CH:12]=[CH:11][CH:10]=[CH:9][C:8]=2[C:13]([F:16])([F:15])[F:14])=[N:5][N:4]=[C:3]1[CH:17]([O:19][C:20]1[N:27]=[CH:26][CH:25]=[CH:24][C:21]=1[C:22]([NH2:23])=[O:28])[CH3:18]. The catalyst class is: 8. (3) Reactant: [S:1]1[CH:5]=[CH:4][CH:3]=[C:2]1[S:6](Cl)(=[O:8])=[O:7].[NH2:10][C:11]1[CH:16]=[CH:15][C:14]([CH2:17][CH2:18][N:19]2[C:28]3[CH2:27][CH2:26][CH2:25][CH2:24][C:23]=3[C:22](=[O:29])[NH:21][C:20]2=[O:30])=[CH:13][CH:12]=1.O.Cl. Product: [O:30]=[C:20]1[NH:21][C:22](=[O:29])[C:23]2[CH2:24][CH2:25][CH2:26][CH2:27][C:28]=2[N:19]1[CH2:18][CH2:17][C:14]1[CH:15]=[CH:16][C:11]([NH:10][S:6]([C:2]2[S:1][CH:5]=[CH:4][CH:3]=2)(=[O:8])=[O:7])=[CH:12][CH:13]=1. The catalyst class is: 17. (4) Reactant: [CH3:1][O:2][C:3]1[CH:4]=[C:5]2[C:9](=[CH:10][CH:11]=1)[NH:8][C:7]([C:12]1[CH:17]=[CH:16][CH:15]=[CH:14][CH:13]=1)=[CH:6]2.[H-].[Na+].Cl[CH2:21][C:22]1[O:23][CH:24]=[C:25]([C:27]([O:29][CH3:30])=[O:28])[N:26]=1.[Cl-].[NH4+]. Product: [CH3:1][O:2][C:3]1[CH:4]=[C:5]2[C:9](=[CH:10][CH:11]=1)[N:8]([CH2:21][C:22]1[O:23][CH:24]=[C:25]([C:27]([O:29][CH3:30])=[O:28])[N:26]=1)[C:7]([C:12]1[CH:13]=[CH:14][CH:15]=[CH:16][CH:17]=1)=[CH:6]2. The catalyst class is: 35. (5) Reactant: Cl[C:2]1[CH:3]=[C:4]([C:16]([O:18]CC)=[O:17])[C:5]([CH3:15])=[C:6]2[C:11]=1[S:10](=[O:13])(=[O:12])[CH2:9][CH2:8][CH:7]2[OH:14].[OH-].[K+]. Product: [OH:14][CH:7]1[C:6]2[C:11](=[CH:2][CH:3]=[C:4]([C:16]([OH:18])=[O:17])[C:5]=2[CH3:15])[S:10](=[O:13])(=[O:12])[CH2:9][CH2:8]1. The catalyst class is: 490. (6) The catalyst class is: 5. Reactant: [F:1][C:2]1([CH2:9][OH:10])[CH2:7][CH2:6][C:5](=O)[CH2:4][CH2:3]1.[OH-].[NH4+:12].[NH4+:13].[Cl-].[C-:15]#N.[Na+]. Product: [NH2:12][C:5]1([C:15]#[N:13])[CH2:6][CH2:7][C:2]([F:1])([CH2:9][OH:10])[CH2:3][CH2:4]1.